Dataset: Full USPTO retrosynthesis dataset with 1.9M reactions from patents (1976-2016). Task: Predict the reactants needed to synthesize the given product. (1) Given the product [F:1][C:2]1[C:11]([F:12])=[C:10]2[C:5]([CH:6]=[N:7][C:8]([CH3:13])=[N:9]2)=[C:4]([NH:14][CH:15]2[C:16]([C:33]([F:35])([F:36])[F:34])([OH:32])[CH2:17][C:18]([CH3:31])([CH3:30])[C:19]3[C:20]([OH:28])=[C:21]([CH:25]([CH3:27])[CH3:26])[CH:22]=[CH:23][C:24]2=3)[CH:3]=1, predict the reactants needed to synthesize it. The reactants are: [F:1][C:2]1[C:11]([F:12])=[C:10]2[C:5]([CH:6]=[N:7][C:8]([CH3:13])=[N:9]2)=[C:4]([NH:14][CH:15]2[C:24]3[C:19](=[C:20]([O:28]C)[C:21]([CH:25]([CH3:27])[CH3:26])=[CH:22][CH:23]=3)[C:18]([CH3:31])([CH3:30])[CH2:17][C:16]2([C:33]([F:36])([F:35])[F:34])[OH:32])[CH:3]=1.B(Br)(Br)Br. (2) Given the product [Br:57][C:7]1[C:2]([Cl:1])=[C:3]([CH2:48][C:49]2[CH:54]=[CH:53][C:52]([CH2:55][CH3:56])=[CH:51][CH:50]=2)[CH:4]=[C:5]([CH:9]2[C@H:14]([O:15][CH2:16][C:17]3[CH:18]=[CH:19][CH:20]=[CH:21][CH:22]=3)[C@@H:13]([O:23][CH2:24][C:25]3[CH:30]=[CH:29][CH:28]=[CH:27][CH:26]=3)[C@H:12]([O:31][CH2:32][C:33]3[CH:38]=[CH:37][CH:36]=[CH:35][CH:34]=3)[C@@H:11]([CH2:39][O:40][CH2:41][C:42]3[CH:43]=[CH:44][CH:45]=[CH:46][CH:47]=3)[O:10]2)[C:6]=1[OH:8], predict the reactants needed to synthesize it. The reactants are: [Cl:1][C:2]1[C:3]([CH2:48][C:49]2[CH:54]=[CH:53][C:52]([CH2:55][CH3:56])=[CH:51][CH:50]=2)=[CH:4][C:5]([CH:9]2[C@H:14]([O:15][CH2:16][C:17]3[CH:22]=[CH:21][CH:20]=[CH:19][CH:18]=3)[C@@H:13]([O:23][CH2:24][C:25]3[CH:30]=[CH:29][CH:28]=[CH:27][CH:26]=3)[C@H:12]([O:31][CH2:32][C:33]3[CH:38]=[CH:37][CH:36]=[CH:35][CH:34]=3)[C@@H:11]([CH2:39][O:40][CH2:41][C:42]3[CH:47]=[CH:46][CH:45]=[CH:44][CH:43]=3)[O:10]2)=[C:6]([OH:8])[CH:7]=1.[Br:57]Br. (3) Given the product [Cl:1][C:2]1[CH:3]=[C:4]([N:8]2[C:12]([C:13]3[CH:18]=[CH:17][CH:16]=[C:15]([O:19][CH2:20][CH2:21][OH:22])[CH:14]=3)=[CH:11][C:10]([C:23]([OH:25])=[O:24])=[N:9]2)[CH:5]=[CH:6][CH:7]=1, predict the reactants needed to synthesize it. The reactants are: [Cl:1][C:2]1[CH:3]=[C:4]([N:8]2[C:12]([C:13]3[CH:18]=[CH:17][CH:16]=[C:15]([O:19][CH2:20][CH2:21][OH:22])[CH:14]=3)=[CH:11][C:10]([C:23]([O:25]CC)=[O:24])=[N:9]2)[CH:5]=[CH:6][CH:7]=1.ClC1C=C(N2C(C3C=C(F)C=C(Cl)C=3)=CC(C(O)=O)=N2)C=CC=1F. (4) Given the product [CH3:70][C:69]1[CH:68]=[C:67]([CH3:71])[NH:66][C:65](=[O:72])[C:64]=1[CH2:63][NH:62][C:7](=[O:8])[C:6]1[CH:11]=[C:12]([CH:14]2[CH2:15][N:16]([CH3:18])[CH2:17]2)[CH:13]=[C:4]([N:3]([CH2:1][CH3:2])[CH:20]2[CH2:25][CH2:24][O:23][CH2:22][CH2:21]2)[C:5]=1[CH3:19], predict the reactants needed to synthesize it. The reactants are: [CH2:1]([N:3]([CH:20]1[CH2:25][CH2:24][O:23][CH2:22][CH2:21]1)[C:4]1[C:5]([CH3:19])=[C:6]([CH:11]=[C:12]([CH:14]2[CH2:17][N:16]([CH3:18])[CH2:15]2)[CH:13]=1)[C:7](OC)=[O:8])[CH3:2].[OH-].[Na+].Cl.CN(C(ON1N=NC2C=CC=NC1=2)=[N+](C)C)C.F[P-](F)(F)(F)(F)F.CCN(C(C)C)C(C)C.[NH2:62][CH2:63][C:64]1[C:65](=[O:72])[NH:66][C:67]([CH3:71])=[CH:68][C:69]=1[CH3:70].